Dataset: Reaction yield outcomes from USPTO patents with 853,638 reactions. Task: Predict the reaction yield, written as a fraction of the theoretical maximum amount of product (1.0 means a 100% yield; for example, 0.34 means a 34% yield). (1) The yield is 1.00. The product is [Cl:26][C:19]1[CH:18]=[CH:17][C:16]([C:14](=[O:15])[C:13]2[CH:12]=[CH:11][C:10]([O:9][CH2:8][CH2:7][OH:6])=[CH:28][CH:27]=2)=[CH:21][C:20]=1[S:22]([NH2:25])(=[O:24])=[O:23]. The catalyst is O1CCCC1.O. The reactants are C([Si](C)(C)[O:6][CH2:7][CH2:8][O:9][C:10]1[CH:28]=[CH:27][C:13]([C:14]([C:16]2[CH:17]=[CH:18][C:19]([Cl:26])=[C:20]([S:22]([NH2:25])(=[O:24])=[O:23])[CH:21]=2)=[O:15])=[CH:12][CH:11]=1)(C)(C)C.[F-].C([N+](CCCC)(CCCC)CCCC)CCC. (2) The reactants are Br[C:2]1[C:3]([C:16]2[CH:21]=[CH:20][CH:19]=[CH:18][CH:17]=2)=[N:4][C:5]2[C:10]([N:11]=1)=[CH:9][C:8]([C:12]([O:14][CH3:15])=[O:13])=[CH:7][CH:6]=2.[NH:22]1[CH2:27][CH2:26][NH:25][CH2:24][CH2:23]1. The catalyst is CS(C)=O. The product is [C:16]1([C:3]2[C:2]([N:22]3[CH2:27][CH2:26][NH:25][CH2:24][CH2:23]3)=[N:11][C:10]3[C:5](=[CH:6][CH:7]=[C:8]([C:12]([O:14][CH3:15])=[O:13])[CH:9]=3)[N:4]=2)[CH:21]=[CH:20][CH:19]=[CH:18][CH:17]=1. The yield is 0.910. (3) The reactants are [CH3:1][O:2][C:3]1[CH:8]=[CH:7][CH:6]=[CH:5][C:4]=1[CH:9]1[CH2:14][CH2:13][NH:12][CH2:11][CH2:10]1.C([N:18]([CH2:22][CH3:23])[CH:19]([CH3:21])[CH3:20])(C)C.[OH2:24]. The catalyst is C1(C)C=CC=CC=1. The product is [CH3:1][O:2][C:3]1[CH:8]=[CH:7][CH:6]=[CH:5][C:4]=1[CH:9]1[CH2:14][CH2:13][N:12]([CH2:23][C:22]([NH:18][C:19]2[CH:20]=[CH:8][CH:3]=[C:4]([CH3:5])[CH:21]=2)=[O:24])[CH2:11][CH2:10]1. The yield is 0.523. (4) The yield is 0.390. The catalyst is CN(C=O)C.C(OCC)(=O)C.C(O)C. The reactants are [CH3:1][O:2][C:3]([NH:5][C@H:6]([C:10]([N:12]1[CH2:16][C@@H:15]([CH3:17])[CH2:14][C@H:13]1[C:18]1[NH:22][C:21]2[C:23]3[C:28]([CH:29]=[CH:30][C:20]=2[N:19]=1)=[CH:27][C:26]1[C:31]2[C:36]([CH2:37][O:38][C:25]=1[CH:24]=3)=[CH:35][C:34]([C:39]1[NH:43][C:42]([C@@H:44]3[CH2:48][CH2:47][CH2:46][N:45]3C(OC(C)(C)C)=O)=[N:41][CH:40]=1)=[CH:33][CH:32]=2)=[O:11])[CH:7]([CH3:9])[CH3:8])=[O:4].Cl.[CH3:57][O:58][C:59]([NH:61][C@H:62]([C:66]1[CH:71]=[CH:70][CH:69]=[CH:68][CH:67]=1)[C:63]([OH:65])=O)=[O:60].C[CH2:73][O:74]C(C(C#N)=NOC(N1CCOCC1)=[N+](C)C)=O.F[P-](F)(F)(F)(F)F.C(N(C(C)C)CC)(C)C. The product is [CH3:1][O:2][C:3]([NH:5][C@@H:6]([CH:7]([CH3:9])[CH3:8])[C:10]([N:12]1[CH2:16][C@@H:15]([CH2:17][O:74][CH3:73])[CH2:14][C@H:13]1[C:18]1[NH:22][C:21]2[C:23]3[C:28]([CH:29]=[CH:30][C:20]=2[N:19]=1)=[CH:27][C:26]1[C:31]2[C:36]([CH2:37][O:38][C:25]=1[CH:24]=3)=[CH:35][C:34]([C:39]1[NH:43][C:42]([C@@H:44]3[CH2:48][CH2:47][CH2:46][N:45]3[C:63](=[O:65])[C@H:62]([NH:61][C:59](=[O:60])[O:58][CH3:57])[C:66]3[CH:71]=[CH:70][CH:69]=[CH:68][CH:67]=3)=[N:41][CH:40]=1)=[CH:33][CH:32]=2)=[O:11])=[O:4]. (5) The yield is 0.830. The reactants are P(Cl)(Cl)(Cl)=O.C[N:7]([CH:9]=O)C.[C:11]1(=O)[CH2:16][CH2:15][CH2:14][CH2:13][CH2:12]1.[ClH:18].NO. No catalyst specified. The product is [Cl:18][C:11]1[CH2:16][CH2:15][CH2:14][CH2:13][C:12]=1[C:9]#[N:7]. (6) The reactants are [F:1][C:2]1[CH:3]=[C:4]([Br:9])[CH:5]=[CH:6][C:7]=1[OH:8].[C:10]12(O)[CH2:19][CH:14]3[CH2:15][CH:16]([CH2:18][CH:12]([CH2:13]3)[CH2:11]1)[CH2:17]2.S(=O)(=O)(O)O.C([O-])(O)=O.[Na+]. The catalyst is C(Cl)Cl.O. The product is [C:10]12([C:6]3[CH:5]=[C:4]([Br:9])[CH:3]=[C:2]([F:1])[C:7]=3[OH:8])[CH2:19][CH:14]3[CH2:15][CH:16]([CH2:18][CH:12]([CH2:13]3)[CH2:11]1)[CH2:17]2. The yield is 0.450. (7) The reactants are [BH4-].[Na+].[Cl:3][C:4]1[CH:9]=[CH:8][CH:7]=[C:6]([C:10]([F:13])([F:12])[F:11])[C:5]=1[CH:14]=[C:15]([C:19]#[N:20])[C:16]([OH:18])=[O:17]. The catalyst is C(=O)([O-])O.[Na+].CO. The product is [Cl:3][C:4]1[CH:9]=[CH:8][CH:7]=[C:6]([C:10]([F:13])([F:12])[F:11])[C:5]=1[CH2:14][CH:15]([C:19]#[N:20])[C:16]([OH:18])=[O:17]. The yield is 0.870. (8) The reactants are Br[C:2]1[C:3]([C:10]2[CH:15]=[CH:14][CH:13]=[CH:12][CH:11]=2)=[N:4][N:5]([CH3:9])[C:6]=1[CH:7]=[O:8].C(=O)([O-])[O-].[Na+].[Na+].B1([C:31]2[CH2:36][CH2:35][C:34]([CH3:38])([CH3:37])[CH2:33][CH:32]=2)OC(C)(C)C(C)(C)O1.C(O)C. The catalyst is C1(C)C=CC=CC=1.C1(P(C2C=CC=CC=2)C2C=CC=CC=2)C=CC=CC=1.C1(P(C2C=CC=CC=2)C2C=CC=CC=2)C=CC=CC=1.C1(P(C2C=CC=CC=2)C2C=CC=CC=2)C=CC=CC=1.C1(P(C2C=CC=CC=2)C2C=CC=CC=2)C=CC=CC=1.[Pd].O. The product is [CH3:37][C:34]1([CH3:38])[CH2:35][CH2:36][C:31]([C:2]2[C:3]([C:10]3[CH:15]=[CH:14][CH:13]=[CH:12][CH:11]=3)=[N:4][N:5]([CH3:9])[C:6]=2[CH:7]=[O:8])=[CH:32][CH2:33]1. The yield is 0.810. (9) The reactants are C(OC([N:8]1[CH:17]([CH:18]([OH:36])[CH:19]([O:21][C:22](=[O:35])[CH:23]([NH:27]C(OC(C)(C)C)=O)[CH:24]([CH3:26])[CH3:25])[CH3:20])[CH2:16][NH:15][C:14]2[NH:13][C:12]([N:37]=CN(C)C)=[N:11][C:10](=[O:42])[C:9]1=2)=O)(C)(C)C.[ClH:43].O1CCOCC1. The catalyst is O1CCOCC1. The product is [ClH:43].[ClH:43].[NH2:37][C:12]1[NH:11][C:10](=[O:42])[C:9]2[NH:8][CH:17]([CH:18]([OH:36])[CH:19]([O:21][C:22](=[O:35])[CH:23]([NH2:27])[CH:24]([CH3:25])[CH3:26])[CH3:20])[CH2:16][NH:15][C:14]=2[N:13]=1. The yield is 0.730.